This data is from Forward reaction prediction with 1.9M reactions from USPTO patents (1976-2016). The task is: Predict the product of the given reaction. (1) The product is: [OH:12][CH:11]([C:13]1[CH:18]=[CH:17][CH:16]=[CH:15][N:14]=1)[C:7]1([C:2]2([OH:1])[CH2:6][CH2:5][O:4][CH2:3]2)[CH2:10][CH2:9][CH2:8]1. Given the reactants [OH:1][C:2]1([C:7]2([C:11]([C:13]3[CH:18]=[CH:17][CH:16]=[CH:15][N:14]=3)=[O:12])[CH2:10][CH2:9][CH2:8]2)[CH2:6][CH2:5][O:4][CH2:3]1.[BH4-].[Na+], predict the reaction product. (2) The product is: [CH3:1][N:2]([CH2:13][C:14]1[N:18]([CH2:19][C@H:20]2[CH2:25][CH2:24][CH2:23][N:22]([CH2:26][C@@H:27]3[CH2:31][CH2:30][CH2:29][N:28]3[CH3:36])[CH2:21]2)[C:17]2[CH:32]=[CH:33][CH:34]=[CH:35][C:16]=2[N:15]=1)[C@@H:3]1[C:12]2[N:11]=[CH:10][CH:9]=[CH:8][C:7]=2[CH2:6][CH2:5][CH2:4]1. Given the reactants [CH3:1][N:2]([CH2:13][C:14]1[N:18]([CH2:19][C@H:20]2[CH2:25][CH2:24][CH2:23][N:22]([CH2:26][C@@H:27]3[CH2:31][CH2:30][CH2:29][NH:28]3)[CH2:21]2)[C:17]2[CH:32]=[CH:33][CH:34]=[CH:35][C:16]=2[N:15]=1)[C@@H:3]1[C:12]2[N:11]=[CH:10][CH:9]=[CH:8][C:7]=2[CH2:6][CH2:5][CH2:4]1.[CH3:36]N(CC1N(CC2CCCN(C)C2)C2C=CC=CC=2N=1)C1C2N=CC=CC=2CCC1, predict the reaction product. (3) Given the reactants [NH2:1][C:2]1[C:11]2[N:12]=[C:13]([CH2:21][O:22][CH2:23][CH3:24])[N:14]([CH2:15][CH2:16][CH2:17][C:18](=O)[CH3:19])[C:10]=2[C:9]2[CH:8]=[CH:7][CH:6]=[CH:5][C:4]=2[N:3]=1.[ClH:25].[CH2:26]([O:33][NH2:34])[C:27]1[CH:32]=[CH:31][CH:30]=[CH:29][CH:28]=1, predict the reaction product. The product is: [ClH:25].[CH2:26]([O:33][N:34]=[C:18]([CH2:17][CH2:16][CH2:15][N:14]1[C:10]2[C:9]3[CH:8]=[CH:7][CH:6]=[CH:5][C:4]=3[N:3]=[C:2]([NH2:1])[C:11]=2[N:12]=[C:13]1[CH2:21][O:22][CH2:23][CH3:24])[CH3:19])[C:27]1[CH:32]=[CH:31][CH:30]=[CH:29][CH:28]=1. (4) The product is: [C:1]([OH:4])(=[O:3])[CH3:2].[C:40]([C:39]1[CH:38]=[CH:37][C:36]([C:19]2[CH:18]=[CH:17][C:16]([C:21]3[NH:25][C:24]4[CH:26]=[CH:27][C:28]([C:30]([NH2:32])=[NH:31])=[CH:29][C:23]=4[N:22]=3)=[CH:15][CH:14]=2)=[CH:35][C:34]=1[F:33])(=[NH:41])[NH2:44]. Given the reactants [C:1]([OH:4])(=[O:3])[CH3:2].C(C1C=CC([C:14]2[CH:19]=[CH:18][C:17](O)=[C:16]([C:21]3[NH:25][C:24]4[CH:26]=[CH:27][C:28]([C:30]([NH2:32])=[NH:31])=[CH:29][C:23]=4[N:22]=3)[CH:15]=2)=CC=1)(=N)N.[F:33][C:34]1[CH:35]=[C:36](C2C=CC(C(=N)NO)=CC=2)[CH:37]=[CH:38][C:39]=1[C:40]1[NH:44]C2C=CC(C(NO)=N)=CC=2[N:41]=1, predict the reaction product. (5) Given the reactants [C:1]1([S:7]([N:10]2[C:18]3[C:13](=[CH:14][CH:15]=[CH:16][CH:17]=3)[C:12](B(O)O)=[CH:11]2)(=[O:9])=[O:8])[CH:6]=[CH:5][CH:4]=[CH:3][CH:2]=1.Cl[C:23]1[N:28]=[C:27]([NH2:29])[N:26]=[C:25]([NH:30][CH3:31])[CH:24]=1, predict the reaction product. The product is: [C:1]1([S:7]([N:10]2[C:18]3[C:13](=[CH:14][CH:15]=[CH:16][CH:17]=3)[C:12]([C:23]3[N:28]=[C:27]([NH2:29])[N:26]=[C:25]([NH:30][CH3:31])[CH:24]=3)=[CH:11]2)(=[O:9])=[O:8])[CH:6]=[CH:5][CH:4]=[CH:3][CH:2]=1.